From a dataset of Peptide-MHC class I binding affinity with 185,985 pairs from IEDB/IMGT. Regression. Given a peptide amino acid sequence and an MHC pseudo amino acid sequence, predict their binding affinity value. This is MHC class I binding data. (1) The peptide sequence is LMAEDLANV. The MHC is HLA-B15:01 with pseudo-sequence HLA-B15:01. The binding affinity (normalized) is 0.173. (2) The peptide sequence is LVFLWLLWPV. The MHC is HLA-A02:03 with pseudo-sequence HLA-A02:03. The binding affinity (normalized) is 0.939. (3) The peptide sequence is RELHLSWEVG. The MHC is HLA-B44:03 with pseudo-sequence HLA-B44:03. The binding affinity (normalized) is 0.653. (4) The peptide sequence is ETKKRMDYF. The MHC is HLA-B08:01 with pseudo-sequence HLA-B08:01. The binding affinity (normalized) is 0.321.